This data is from Peptide-MHC class I binding affinity with 185,985 pairs from IEDB/IMGT. The task is: Regression. Given a peptide amino acid sequence and an MHC pseudo amino acid sequence, predict their binding affinity value. This is MHC class I binding data. (1) The peptide sequence is QLFKPLTKK. The MHC is HLA-A26:01 with pseudo-sequence HLA-A26:01. The binding affinity (normalized) is 0.0847. (2) The peptide sequence is DQFSIPIRY. The MHC is HLA-A02:01 with pseudo-sequence HLA-A02:01. The binding affinity (normalized) is 0.0847. (3) The binding affinity (normalized) is 0.00576. The MHC is H-2-Db with pseudo-sequence H-2-Db. The peptide sequence is YVVKYPNL. (4) The peptide sequence is YHSQGSWYK. The MHC is HLA-B07:02 with pseudo-sequence HLA-B07:02. The binding affinity (normalized) is 0.0847. (5) The peptide sequence is KLTEAITAA. The MHC is HLA-A68:02 with pseudo-sequence HLA-A68:02. The binding affinity (normalized) is 0.172. (6) The peptide sequence is EVFGSTGDY. The MHC is HLA-A03:01 with pseudo-sequence HLA-A03:01. The binding affinity (normalized) is 0.256. (7) The binding affinity (normalized) is 0. The MHC is HLA-A26:01 with pseudo-sequence HLA-A26:01. The peptide sequence is YQAVVPLVY.